Dataset: Forward reaction prediction with 1.9M reactions from USPTO patents (1976-2016). Task: Predict the product of the given reaction. Given the reactants [F:1][C:2]1[CH:7]=[CH:6][C:5]([C:8]2[CH:12]=[C:11]([NH2:13])[NH:10][N:9]=2)=[CH:4][CH:3]=1.CO[CH:16](OC)[CH2:17][CH:18](OC)OC.O.[NH4+].[OH-], predict the reaction product. The product is: [F:1][C:2]1[CH:3]=[CH:4][C:5]([C:8]2[CH:12]=[C:11]3[N:13]=[CH:16][CH:17]=[CH:18][N:10]3[N:9]=2)=[CH:6][CH:7]=1.